From a dataset of Catalyst prediction with 721,799 reactions and 888 catalyst types from USPTO. Predict which catalyst facilitates the given reaction. (1) Reactant: [S:1]1[CH:9]2[C:4]([CH2:5][NH:6][CH2:7][CH2:8]2)=[CH:3][C:2]1=[O:10].Cl.C(=O)([O-])[O-:13].[Na+].[Na+].[N+](C1C=CC(S(O[C@H:31]([C:36]2[CH:41]=[CH:40][CH:39]=[CH:38][C:37]=2[Cl:42])[C:32]([O:34]C)=[O:33])(=O)=O)=CC=1)([O-])=O.C(=O)(O)[O-].[Na+]. Product: [CH:40]1[CH:39]=[CH:38][C:37]([Cl:42])=[C:36]([C@H:31]([N:6]2[CH2:5]/[C:4](=[CH:3]\[C:2]([OH:10])=[O:13])/[CH:9]([SH:1])[CH2:8][CH2:7]2)[C:32]([OH:34])=[O:33])[CH:41]=1. The catalyst class is: 10. (2) Reactant: C[O:2][C:3]([C:5]1[N:6]([CH2:22][C:23]2[CH:27]=[C:26]([C:28]3[S:29][C:30]([Cl:33])=[CH:31][CH:32]=3)[O:25][N:24]=2)[CH:7]=[C:8]([C:10](=[O:21])[NH:11][CH:12]2[CH2:17][CH2:16][N:15]([CH:18]([CH3:20])[CH3:19])[CH2:14][CH2:13]2)[CH:9]=1)=[O:4].C(O)(C(F)(F)F)=O. Product: [Cl:33][C:30]1[S:29][C:28]([C:26]2[O:25][N:24]=[C:23]([CH2:22][N:6]3[CH:7]=[C:8]([C:10](=[O:21])[NH:11][CH:12]4[CH2:13][CH2:14][N:15]([CH:18]([CH3:20])[CH3:19])[CH2:16][CH2:17]4)[CH:9]=[C:5]3[C:3]([OH:4])=[O:2])[CH:27]=2)=[CH:32][CH:31]=1. The catalyst class is: 20.